Task: Predict which catalyst facilitates the given reaction.. Dataset: Catalyst prediction with 721,799 reactions and 888 catalyst types from USPTO (1) Reactant: [Br:1][C:2]1[CH:7]=[CH:6][CH:5]=[CH:4][C:3]=1[CH2:8]Br.[O-:10][S:11]([O-:13])=[O:12].[Na+:14].[Na+]. Product: [Br:1][C:2]1[CH:7]=[CH:6][CH:5]=[CH:4][C:3]=1[CH2:8][S:11]([O-:13])(=[O:12])=[O:10].[Na+:14]. The catalyst class is: 24. (2) Reactant: Cl.[NH2:2][C:3]1[O:7][C:6]([C:8]([NH:10][C:11]23[C:29](=[O:30])[C:28]4[C:23](=[CH:24][CH:25]=[CH:26][C:27]=4[N+:31]([O-])=O)[C:12]2([OH:34])[O:13][C:14]2[CH:19]=[C:18]([CH:20]([CH3:22])[CH3:21])[CH:17]=[CH:16][C:15]=23)=[O:9])=[CH:5][CH:4]=1. Product: [NH2:2][C:3]1[O:7][C:6]([C:8]([NH:10][C:11]23[C:29](=[O:30])[C:28]4[C:23](=[CH:24][CH:25]=[CH:26][C:27]=4[NH2:31])[C:12]2([OH:34])[O:13][C:14]2[CH:19]=[C:18]([CH:20]([CH3:22])[CH3:21])[CH:17]=[CH:16][C:15]=23)=[O:9])=[CH:5][CH:4]=1. The catalyst class is: 186. (3) Reactant: [Cl:1][C:2]1[CH:7]=[CH:6][C:5]([N:8]2[C:12]([C:13]3[CH:18]=[CH:17][C:16]([CH3:19])=[CH:15][CH:14]=3)=[CH:11][C:10]([C:20]3([OH:30])[CH2:29][CH2:28][C:23]4(OCC[O:24]4)[CH2:22][CH2:21]3)=[N:9]2)=[CH:4][CH:3]=1.C(=O)([O-])O.[Na+]. Product: [OH:30][C:20]1([C:10]2[CH:11]=[C:12]([C:13]3[CH:18]=[CH:17][C:16]([CH3:19])=[CH:15][CH:14]=3)[N:8]([C:5]3[CH:4]=[CH:3][C:2]([Cl:1])=[CH:7][CH:6]=3)[N:9]=2)[CH2:21][CH2:22][C:23](=[O:24])[CH2:28][CH2:29]1. The catalyst class is: 632. (4) Reactant: [CH:1]1[C:9]2[C:8]3[CH:10]=[CH:11][CH:12]=[CH:13][C:7]=3[O:6][C:5]=2[C:4]([C:14]2[CH:15]=[CH:16][C:17]3[N:18]([C:33]4[CH:38]=[CH:37][CH:36]=[CH:35][CH:34]=4)[C:19]4[C:24]([C:25]=3[CH:26]=2)=[CH:23][C:22]([C:27]2[CH:32]=[CH:31][CH:30]=[CH:29][CH:28]=2)=[CH:21][CH:20]=4)=[CH:3][CH:2]=1.CN(CCN(C)C)C.Cl[Si:48]([CH3:51])([CH3:50])[CH3:49]. Product: [C:27]1([C:22]2[CH:21]=[CH:20][C:19]3[N:18]([C:33]4[CH:34]=[CH:35][CH:36]=[CH:37][CH:38]=4)[C:17]4[C:25]([C:24]=3[CH:23]=2)=[CH:26][C:14]([C:4]2[C:5]3[O:6][C:7]5[C:13]([Si:48]([CH3:51])([CH3:50])[CH3:49])=[CH:12][CH:11]=[CH:10][C:8]=5[C:9]=3[CH:1]=[CH:2][CH:3]=2)=[CH:15][CH:16]=4)[CH:32]=[CH:31][CH:30]=[CH:29][CH:28]=1. The catalyst class is: 323. (5) Reactant: Cl[C:2]1[N:7]=[CH:6][N:5]=[C:4]([O:8][C:9]2[CH:14]=[CH:13][C:12]([NH:15][C:16]([NH:18][C:19]3[CH:24]=[CH:23][C:22]([CH2:25][N:26]4[CH2:31][CH2:30][N:29]([C:32]([O:34][CH2:35][C:36]5[CH:41]=[CH:40][CH:39]=[CH:38][CH:37]=5)=[O:33])[CH2:28][CH2:27]4)=[C:21]([C:42]([F:45])([F:44])[F:43])[CH:20]=3)=[O:17])=[CH:11][CH:10]=2)[CH:3]=1.[CH3:46][NH2:47].CC[O:50]C(C)=O. Product: [CH3:46][NH:47][C:2]1[N:7]=[CH:6][N:5]=[C:4]([O:8][C:9]2[CH:14]=[CH:13][C:12]([NH:15][C:16]([NH:18][C:19]3[CH:24]=[CH:23][C:22]([CH2:25][N:26]4[CH2:31][CH2:30][N:29]([C:32]([O:34][C:35](=[O:50])[C:36]5[CH:41]=[CH:40][CH:39]=[CH:38][CH:37]=5)=[O:33])[CH2:28][CH2:27]4)=[C:21]([C:42]([F:45])([F:44])[F:43])[CH:20]=3)=[O:17])=[CH:11][CH:10]=2)[CH:3]=1. The catalyst class is: 14.